Dataset: Full USPTO retrosynthesis dataset with 1.9M reactions from patents (1976-2016). Task: Predict the reactants needed to synthesize the given product. (1) Given the product [C:46]([C:50]1[CH:51]=[CH:52][C:53]([CH2:54][N:55]([CH2:56][CH2:57][CH:58]([C:63]([F:64])([F:65])[F:66])[C:59]([F:60])([F:61])[F:62])[C:11]([C:9]2[CH:10]=[C:2]([Cl:1])[CH:3]=[C:4]3[C:8]=2[NH:7][CH:6]=[CH:5]3)=[O:13])=[CH:67][CH:68]=1)([CH3:49])([CH3:47])[CH3:48], predict the reactants needed to synthesize it. The reactants are: [Cl:1][C:2]1[CH:3]=[C:4]2[C:8](=[C:9]([C:11]([OH:13])=O)[CH:10]=1)[NH:7][CH:6]=[CH:5]2.CN(C(ON1N=NC2C=CC=CC1=2)=[N+](C)C)C.[B-](F)(F)(F)F.C(N(CC)C(C)C)(C)C.Cl.[C:46]([C:50]1[CH:68]=[CH:67][C:53]([CH2:54][NH:55][CH2:56][CH2:57][CH:58]([C:63]([F:66])([F:65])[F:64])[C:59]([F:62])([F:61])[F:60])=[CH:52][CH:51]=1)([CH3:49])([CH3:48])[CH3:47]. (2) Given the product [O:1]1[CH2:6][CH2:5][CH:4]([C:7]([O:9][CH3:14])=[O:8])[CH2:3][CH2:2]1, predict the reactants needed to synthesize it. The reactants are: [O:1]1[CH2:6][CH2:5][CH:4]([C:7]([OH:9])=[O:8])[CH2:3][CH2:2]1.S(Cl)(Cl)=O.[CH3:14]O. (3) Given the product [C:18]([C:17]1[CH:20]=[CH:21][C:14]([C:7]2[CH:8]=[CH:9][C:4]([C:1]([OH:3])=[O:2])=[CH:5][CH:6]=2)=[CH:15][CH:16]=1)#[N:19], predict the reactants needed to synthesize it. The reactants are: [C:1]([C:4]1[CH:9]=[CH:8][C:7](B(O)O)=[CH:6][CH:5]=1)([OH:3])=[O:2].Br[C:14]1[CH:21]=[CH:20][C:17]([C:18]#[N:19])=[CH:16][CH:15]=1.C(=O)([O-])[O-].[Na+].[Na+].CO. (4) Given the product [CH2:11]([O:10][C:5]1[CH:6]=[C:7]([C:13](=[O:19])[CH2:14][CH2:15][C:16]([OH:18])=[O:17])[CH:8]=[CH:9][C:4]=1[O:3][CH2:1][CH3:2])[CH3:12], predict the reactants needed to synthesize it. The reactants are: [CH2:1]([O:3][C:4]1[CH:9]=[CH:8][CH:7]=[CH:6][C:5]=1[O:10][CH2:11][CH3:12])[CH3:2].[C:13]1(=[O:19])[O:18][C:16](=[O:17])[CH2:15][CH2:14]1.[Cl-].[Al+3].[Cl-].[Cl-].Cl. (5) Given the product [CH2:27]=[CH:28][C:29]1[CH:4]=[CH:3][CH:32]=[CH:31][CH:30]=1.[C:13]([O:17][CH:18]([CH2:19][CH3:20])[CH3:22])(=[O:16])[CH:14]=[CH2:15], predict the reactants needed to synthesize it. The reactants are: N(C(C)(C)C#N)=N[C:3](C)(C)[C:4]#N.[C:13]([O:17][CH2:18][CH2:19][CH2:20]C)(=[O:16])[CH:14]=[CH2:15].[CH3:22]N(C)C=O.[CH3:27][CH2:28][CH2:29][CH2:30][CH2:31][CH3:32]. (6) The reactants are: Cl[C:2]1[CH:3]=[CH:4][C:5]([O:12][CH2:13][C:14]2[CH:19]=[CH:18][CH:17]=[CH:16][CH:15]=2)=[C:6]([CH2:8][C:9](=[S:11])[NH2:10])[CH:7]=1.[Br:20]C1C=CC(OCC2C=CC=CC=2)=C(CC(N)=O)C=1. Given the product [Br:20][C:2]1[CH:3]=[CH:4][C:5]([O:12][CH2:13][C:14]2[CH:19]=[CH:18][CH:17]=[CH:16][CH:15]=2)=[C:6]([CH2:8][C:9](=[S:11])[NH2:10])[CH:7]=1, predict the reactants needed to synthesize it.